Dataset: Reaction yield outcomes from USPTO patents with 853,638 reactions. Task: Predict the reaction yield, written as a fraction of the theoretical maximum amount of product (1.0 means a 100% yield; for example, 0.34 means a 34% yield). (1) The reactants are Cl.[NH:2]1[CH2:5][CH:4]([OH:6])[CH2:3]1.[C:7](O[C:7]([O:9][C:10]([CH3:13])([CH3:12])[CH3:11])=[O:8])([O:9][C:10]([CH3:13])([CH3:12])[CH3:11])=[O:8].C(=O)(O)[O-].[Na+].O. The catalyst is O1CCOCC1. The product is [OH:6][CH:4]1[CH2:5][N:2]([C:7]([O:9][C:10]([CH3:13])([CH3:12])[CH3:11])=[O:8])[CH2:3]1. The yield is 0.810. (2) The reactants are [Cl:1][CH2:2][C:3]([C:5]1[CH:6]=[C:7]([C:10]#[N:11])[S:8][CH:9]=1)=O.[OH:12][CH2:13][C:14]([NH:17][C:18]([NH2:20])=[S:19])([CH3:16])[CH3:15]. The catalyst is C(O)C. The product is [ClH:1].[OH:12][CH2:13][C:14]([NH:17][C:18]1[S:19][CH:2]=[C:3]([C:5]2[CH:6]=[C:7]([C:10]#[N:11])[S:8][CH:9]=2)[N:20]=1)([CH3:16])[CH3:15]. The yield is 0.860. (3) The reactants are O.[OH-].[Li+].[CH2:4]([O:8][CH2:9][C@@H:10]([C:37]([O:39]C)=[O:38])[NH:11][C:12]([C:14]1[C:23]([NH:24][C:25]([NH:27][C:28]2[C:33]([CH3:34])=[CH:32][C:31]([CH3:35])=[CH:30][C:29]=2[CH3:36])=[O:26])=[CH:22][C:21]2[C:16](=[CH:17][CH:18]=[CH:19][CH:20]=2)[CH:15]=1)=[O:13])[CH2:5][CH2:6][CH3:7].O.Cl. The catalyst is O1CCOCC1. The product is [CH2:4]([O:8][CH2:9][C@@H:10]([C:37]([OH:39])=[O:38])[NH:11][C:12]([C:14]1[C:23]([NH:24][C:25]([NH:27][C:28]2[C:29]([CH3:36])=[CH:30][C:31]([CH3:35])=[CH:32][C:33]=2[CH3:34])=[O:26])=[CH:22][C:21]2[C:16](=[CH:17][CH:18]=[CH:19][CH:20]=2)[CH:15]=1)=[O:13])[CH2:5][CH2:6][CH3:7]. The yield is 0.760. (4) The reactants are C(OC(=O)[NH:7][C:8]1[CH:13]=[CH:12][C:11]([F:14])=[C:10]([Cl:15])[C:9]=1[Cl:16])(C)(C)C.FC(F)(F)C(O)=O.C(=O)(O)[O-].[Na+]. The yield is 0.810. The product is [Cl:16][C:9]1[C:10]([Cl:15])=[C:11]([F:14])[CH:12]=[CH:13][C:8]=1[NH2:7]. The catalyst is ClCCl.